From a dataset of Catalyst prediction with 721,799 reactions and 888 catalyst types from USPTO. Predict which catalyst facilitates the given reaction. (1) Reactant: [C:1]([C:5]1[CH:10]=[CH:9][C:8]([C:11]2[NH:15][C:14]3[CH:16]=[CH:17][CH:18]=[C:19]([N:20]4[CH2:25][CH2:24][N:23]([CH2:26][C:27]5[CH:28]=[C:29]([NH2:34])[C:30]([NH2:33])=[CH:31][CH:32]=5)[CH2:22][CH2:21]4)[C:13]=3[N:12]=2)=[CH:7][CH:6]=1)([CH3:4])([CH3:3])[CH3:2].O1CCCC1.[C:40](N1C=CN=C1)(=[O:48])[C:41](N1C=CN=C1)=[O:42]. Product: [C:1]([C:5]1[CH:6]=[CH:7][C:8]([C:11]2[NH:15][C:14]3[CH:16]=[CH:17][CH:18]=[C:19]([N:20]4[CH2:21][CH2:22][N:23]([CH2:26][C:27]5[CH:28]=[C:29]6[C:30](=[CH:31][CH:32]=5)[NH:33][C:41](=[O:42])[C:40](=[O:48])[NH:34]6)[CH2:24][CH2:25]4)[C:13]=3[N:12]=2)=[CH:9][CH:10]=1)([CH3:4])([CH3:2])[CH3:3]. The catalyst class is: 13. (2) Reactant: C(C(=[C:16]1[C:28]2[C:20]([CH:21]=[C:22]3[C:27]=2[CH:26]=[C:25]([C:29]([CH3:32])([CH3:31])[CH3:30])[C:24]([C:33]2[CH:38]=[CH:37][CH:36]=[CH:35][CH:34]=2)=[CH:23]3)=[C:19](C2C=CC=C2)[C:18]([C:44]2[CH:49]=[CH:48][CH:47]=[CH:46][CH:45]=2)=[C:17]1[C:50]([CH3:53])([CH3:52])[CH3:51])CC1C=CC=CC=1)C1C=CC=CC=1.C(O[CH2:57][CH3:58])C.[CH2:59]([Li])[CH2:60][CH2:61][CH3:62].[Cl-:64].[Cl-].[Cl-].[Cl-].[Zr+4:68]. Product: [Cl-:64].[Cl-:64].[CH2:59]([C:51](=[Zr+2:68]([CH:58]1[CH:57]=[CH:33][CH:24]=[CH:25]1)[C:19]1[C:20]2[CH2:21][C:22]3[C:27](=[CH:26][C:25]([C:29]([CH3:30])([CH3:31])[CH3:32])=[C:24]([C:33]4[CH:34]=[CH:35][CH:36]=[CH:37][CH:38]=4)[CH:23]=3)[C:28]=2[CH:16]=[C:17]([C:50]([CH3:53])([CH3:52])[CH3:51])[C:18]=1[C:44]1[CH:45]=[CH:46][CH:47]=[CH:48][CH:49]=1)[CH2:50][C:17]1[CH:16]=[CH:28][CH:20]=[CH:19][CH:18]=1)[C:60]1[CH:23]=[CH:22][CH:21]=[CH:62][CH:61]=1. The catalyst class is: 81. (3) The catalyst class is: 4. Product: [CH3:18][C:10]1[N:9]([C:6]2[CH:7]=[CH:8][C:3]([OH:2])=[CH:4][CH:5]=2)[C:17]2[C:12]([CH:11]=1)=[CH:13][CH:14]=[CH:15][CH:16]=2. Reactant: C[O:2][C:3]1[CH:8]=[CH:7][C:6]([N:9]2[C:17]3[C:12](=[CH:13][CH:14]=[CH:15][CH:16]=3)[CH:11]=[C:10]2[CH3:18])=[CH:5][CH:4]=1.B(Br)(Br)Br. (4) Reactant: [S:1]1[C:12]2[C:4](=[CH:5][CH:6]=[C:7]3[C:11]=2[C:10](=O)[C:9](=[O:14])[NH:8]3)[N:3]=[CH:2]1.Cl.[F:16][C:17]1[CH:18]=[C:19]([NH:23][NH2:24])[CH:20]=[CH:21][CH:22]=1. Product: [F:16][C:17]1[CH:18]=[C:19]([NH:23][N:24]=[C:10]2[C:11]3[C:7](=[CH:6][CH:5]=[C:4]4[N:3]=[CH:2][S:1][C:12]4=3)[NH:8][C:9]2=[O:14])[CH:20]=[CH:21][CH:22]=1. The catalyst class is: 8. (5) Reactant: [CH2:1]([C@H:8]1[CH2:13][N:12]([C:14]2[CH:19]=[CH:18][C:17]([O:20][CH3:21])=[C:16]([O:22][CH:23]3[CH2:27][CH2:26][CH2:25][CH2:24]3)[CH:15]=2)[CH2:11][CH2:10][N:9]1[C:28](=[O:35])[CH2:29][C:30](OCC)=[O:31])[C:2]1[CH:7]=[CH:6][CH:5]=[CH:4][CH:3]=1.[CH3:36][NH2:37].[C-]#N.[Na+]. Product: [CH2:1]([C@H:8]1[CH2:13][N:12]([C:14]2[CH:19]=[CH:18][C:17]([O:20][CH3:21])=[C:16]([O:22][CH:23]3[CH2:24][CH2:25][CH2:26][CH2:27]3)[CH:15]=2)[CH2:11][CH2:10][N:9]1[C:28](=[O:35])[CH2:29][C:30]([NH:37][CH3:36])=[O:31])[C:2]1[CH:3]=[CH:4][CH:5]=[CH:6][CH:7]=1. The catalyst class is: 14. (6) The catalyst class is: 10. Product: [F:25][C:26]1[CH:27]=[C:28]([N:38]2[CH:42]=[C:41]([CH2:43][NH:44][C:7]([C:2]3[CH:3]=[N:4][CH:5]=[CH:6][N:1]=3)=[O:9])[N:40]=[N:39]2)[CH:29]=[CH:30][C:31]=1[N:32]1[CH2:33][CH2:34][S:35][CH2:36][CH2:37]1. Reactant: [N:1]1[CH:6]=[CH:5][N:4]=[CH:3][C:2]=1[C:7]([OH:9])=O.C1CCC(N=C=NC2CCCCC2)CC1.[F:25][C:26]1[CH:27]=[C:28]([N:38]2[CH:42]=[C:41]([CH2:43][NH2:44])[N:40]=[N:39]2)[CH:29]=[CH:30][C:31]=1[N:32]1[CH2:37][CH2:36][S:35][CH2:34][CH2:33]1.O. (7) Reactant: [H-].[Na+].[O:3]1[CH2:8][CH2:7][N:6]([C:9](=[O:18])[CH2:10][C:11]([O:13][C:14]([CH3:17])([CH3:16])[CH3:15])=[O:12])[CH2:5][CH2:4]1.CC1C=CC(S(O[CH2:30][C@@H:31]2[CH2:40][C:39]3[C:34](=[CH:35][CH:36]=[CH:37][CH:38]=3)[CH2:33][N:32]2[S:41]([C:44]2[CH:49]=[CH:48][C:47]([CH3:50])=[CH:46][CH:45]=2)(=[O:43])=[O:42])(=O)=O)=CC=1.[Cl-].[NH4+]. Product: [CH3:50][C:47]1[CH:48]=[CH:49][C:44]([S:41]([N:32]2[C@H:31]([CH2:30][CH:10]([C:9]([N:6]3[CH2:5][CH2:4][O:3][CH2:8][CH2:7]3)=[O:18])[C:11]([O:13][C:14]([CH3:15])([CH3:17])[CH3:16])=[O:12])[CH2:40][C:39]3[C:34](=[CH:35][CH:36]=[CH:37][CH:38]=3)[CH2:33]2)(=[O:42])=[O:43])=[CH:45][CH:46]=1. The catalyst class is: 237.